From a dataset of Reaction yield outcomes from USPTO patents with 853,638 reactions. Predict the reaction yield, written as a fraction of the theoretical maximum amount of product (1.0 means a 100% yield; for example, 0.34 means a 34% yield). (1) The reactants are [CH2:1]([O:8][C:9]1[CH:16]=[CH:15][CH:14]=[C:13]([OH:17])[C:10]=1[CH:11]=O)[C:2]1[CH:7]=[CH:6][CH:5]=[CH:4][CH:3]=1.C(=O)([O-])[O-].[Cs+].[Cs+].Cl[CH2:25][C:26](=[O:28])[CH3:27].O1C2C=CC=CC=2C=C1. The catalyst is CN(C)C=O.C(=O)([O-])[O-].[Cs+].[Cs+]. The product is [CH2:1]([O:8][C:9]1[C:10]2[CH:11]=[C:25]([C:26](=[O:28])[CH3:27])[O:17][C:13]=2[CH:14]=[CH:15][CH:16]=1)[C:2]1[CH:7]=[CH:6][CH:5]=[CH:4][CH:3]=1. The yield is 0.900. (2) The reactants are [CH3:1][C:2]1[S:6][C:5]([NH:7][C:8]2[CH:13]=[C:12](Cl)[N:11]=[C:10]([S:15][C:16]3[CH:21]=[CH:20][C:19]([NH:22][C:23]([CH:25]4[CH2:27][CH2:26]4)=[O:24])=[CH:18][CH:17]=3)[N:9]=2)=[N:4][CH:3]=1.Cl.Cl.[CH3:30][N:31]([CH3:36])[CH:32]1[CH2:35][NH:34][CH2:33]1.C(N(CC)C(C)C)(C)C. The catalyst is C(O)CCC. The product is [CH3:1][C:2]1[S:6][C:5]([NH:7][C:8]2[CH:13]=[C:12]([N:34]3[CH2:35][CH:32]([N:31]([CH3:36])[CH3:30])[CH2:33]3)[N:11]=[C:10]([S:15][C:16]3[CH:21]=[CH:20][C:19]([NH:22][C:23]([CH:25]4[CH2:27][CH2:26]4)=[O:24])=[CH:18][CH:17]=3)[N:9]=2)=[N:4][CH:3]=1. The yield is 0.580. (3) The reactants are [CH3:1][C:2]([C:13]1[NH:14][C:15]2[C:20]([CH:21]=1)=[CH:19][C:18]([N+:22]([O-])=O)=[CH:17][CH:16]=2)([CH3:12])[CH2:3][NH:4][C:5](=[O:11])[O:6][C:7]([CH3:10])([CH3:9])[CH3:8].C([O-])=O.[NH4+]. The catalyst is C1COCC1.O.[Pd]. The product is [NH2:22][C:18]1[CH:19]=[C:20]2[C:15](=[CH:16][CH:17]=1)[NH:14][C:13]([C:2]([CH3:12])([CH3:1])[CH2:3][NH:4][C:5](=[O:11])[O:6][C:7]([CH3:9])([CH3:8])[CH3:10])=[CH:21]2. The yield is 0.800. (4) The reactants are [CH2:1]([O:3][C:4](=[O:12])[C:5]1[CH:10]=[CH:9][CH:8]=[N:7][C:6]=1[CH3:11])[CH3:2].C1(C)C=C(C)C=C(C)C=1S(ON)(=O)=O.CO[CH:29](OC)[N:30](C)C. The catalyst is C(Cl)Cl.CN(C=O)C. The product is [CH2:1]([O:3][C:4]([C:5]1[C:6]2[N:7]([N:30]=[CH:29][CH:11]=2)[CH:8]=[CH:9][CH:10]=1)=[O:12])[CH3:2]. The yield is 0.740. (5) The reactants are [O:1]=[C:2]([NH:23][C:24]1[CH:25]=[CH:26][CH:27]=[C:28]2[C:33]=1[N:32]=[CH:31][CH:30]=[CH:29]2)[CH2:3][C:4]1[CH:22]=[CH:21][C:7]([C:8]([NH:10][CH2:11][CH2:12][CH2:13][CH2:14][CH2:15][CH2:16][C:17](OC)=[O:18])=[O:9])=[CH:6][CH:5]=1.[C-]#N.[K+].Cl.C(OCC)(=O)C.C1COCC1.[NH2:49][OH:50]. The catalyst is C1COCC1.CO.C(O)(C)C. The product is [OH:50][NH:49][C:17](=[O:18])[CH2:16][CH2:15][CH2:14][CH2:13][CH2:12][CH2:11][NH:10][C:8](=[O:9])[C:7]1[CH:6]=[CH:5][C:4]([CH2:3][C:2](=[O:1])[NH:23][C:24]2[CH:25]=[CH:26][CH:27]=[C:28]3[C:33]=2[N:32]=[CH:31][CH:30]=[CH:29]3)=[CH:22][CH:21]=1. The yield is 0.600. (6) The reactants are [N:1]([CH:4]([C:6]1[CH:11]=[C:10]([Cl:12])[C:9]([F:13])=[C:8]([Br:14])[C:7]=1[O:15][CH3:16])[CH3:5])=[N+]=[N-].CP(C)C. The catalyst is C1COCC1.O.CCOC(C)=O. The product is [Br:14][C:8]1[C:7]([O:15][CH3:16])=[C:6]([CH:4]([NH2:1])[CH3:5])[CH:11]=[C:10]([Cl:12])[C:9]=1[F:13]. The yield is 0.950.